This data is from Reaction yield outcomes from USPTO patents with 853,638 reactions. The task is: Predict the reaction yield, written as a fraction of the theoretical maximum amount of product (1.0 means a 100% yield; for example, 0.34 means a 34% yield). (1) The reactants are [N+:1]([C:4]1[CH:5]=[C:6]2[C:10](=[CH:11][CH:12]=1)[NH:9][N:8]=[CH:7]2)([O-:3])=[O:2].C(=O)([O-])[O-].[K+].[K+].Cl.[CH3:20][N:21]([CH3:25])[CH2:22][CH2:23]Cl. The catalyst is CN(C=O)C. The product is [CH3:20][N:21]([CH3:25])[CH2:22][CH2:23][N:9]1[C:10]2[C:6](=[CH:5][C:4]([N+:1]([O-:3])=[O:2])=[CH:12][CH:11]=2)[CH:7]=[N:8]1. The yield is 0.640. (2) The reactants are C(OC(=O)[NH:7][CH2:8][CH2:9][CH2:10][O:11][C:12]1[CH:17]=[CH:16][CH:15]=[C:14]([C:18]([C:26]2[CH:31]=[CH:30][C:29](C3OCC(C)(C)N=3)=[CH:28][CH:27]=2)([OH:25])[C:19]2[CH:24]=[CH:23][CH:22]=[CH:21][CH:20]=2)[CH:13]=1)(C)(C)C.C[C:41]([OH:43])=[O:42]. The catalyst is CO.C(Cl)(Cl)Cl. The product is [NH2:7][CH2:8][CH2:9][CH2:10][O:11][C:12]1[CH:13]=[C:14]([C:18]([OH:25])([C:19]2[CH:24]=[CH:23][CH:22]=[CH:21][CH:20]=2)[C:26]2[CH:31]=[CH:30][C:29]([C:41]([OH:43])=[O:42])=[CH:28][CH:27]=2)[CH:15]=[CH:16][CH:17]=1. The yield is 0.960. (3) The reactants are [OH:1][C:2]1[CH:3]=[CH:4][C:5]2[O:9][C:8](=[O:10])[NH:7][C:6]=2[CH:11]=1.N1C=CN=C1.[Si:17](Cl)([C:20]([CH3:23])([CH3:22])[CH3:21])([CH3:19])[CH3:18]. The catalyst is CN(C=O)C. The product is [C:20]([Si:17]([CH3:19])([CH3:18])[O:1][C:2]1[CH:3]=[CH:4][C:5]2[O:9][C:8](=[O:10])[NH:7][C:6]=2[CH:11]=1)([CH3:23])([CH3:22])[CH3:21]. The yield is 0.630. (4) The reactants are [CH:1]1([C:6]([C:8]2[CH:9]=[C:10]([O:22]S(C(F)(F)F)(=O)=O)[CH:11]=[C:12]([O:14][S:15]([C:18]([F:21])([F:20])[F:19])(=[O:17])=[O:16])[CH:13]=2)=[O:7])[CH2:5][CH2:4][CH2:3][CH2:2]1.C(=O)([O-])[O-].[Cs+].[Cs+]. The catalyst is COCCOC. The product is [CH:1]1([C:6]([C:8]2[CH:13]=[C:12]([O:14][S:15]([C:18]([F:21])([F:19])[F:20])(=[O:17])=[O:16])[CH:11]=[C:10]([OH:22])[CH:9]=2)=[O:7])[CH2:2][CH2:3][CH2:4][CH2:5]1. The yield is 0.280. (5) The catalyst is [C].[Pd].O1CCCC1. The reactants are [Cl:1][C:2]1[CH:23]=[C:22]([C:24]([F:27])([F:26])[F:25])[CH:21]=[CH:20][C:3]=1[CH2:4][N:5]1[C:9](/[CH:10]=[CH:11]/[C:12]([O:14][CH2:15][CH3:16])=[O:13])=[CH:8][C:7]([CH:17]([CH3:19])[CH3:18])=[N:6]1. The yield is 0.840. The product is [Cl:1][C:2]1[CH:23]=[C:22]([C:24]([F:27])([F:25])[F:26])[CH:21]=[CH:20][C:3]=1[CH2:4][N:5]1[C:9]([CH2:10][CH2:11][C:12]([O:14][CH2:15][CH3:16])=[O:13])=[CH:8][C:7]([CH:17]([CH3:18])[CH3:19])=[N:6]1. (6) The reactants are [CH2:1]([O:3][C:4]1[CH:5]=[C:6]([CH:15]=[CH:16][C:17]=1[O:18][CH3:19])[CH2:7][N:8]1[CH2:13][CH2:12][CH:11]([NH2:14])[CH2:10][CH2:9]1)[CH3:2].[H-].[Na+].[Cl:22][C:23]1[N:28]=[C:27]([NH:29][CH:30]([CH3:32])[CH3:31])[CH:26]=[C:25](Cl)[N:24]=1. The catalyst is CN(C=O)C. The product is [Cl:22][C:23]1[N:24]=[C:25]([NH:14][CH:11]2[CH2:10][CH2:9][N:8]([CH2:7][C:6]3[CH:15]=[CH:16][C:17]([O:18][CH3:19])=[C:4]([O:3][CH2:1][CH3:2])[CH:5]=3)[CH2:13][CH2:12]2)[CH:26]=[C:27]([NH:29][CH:30]([CH3:32])[CH3:31])[N:28]=1. The yield is 0.130. (7) The reactants are [Cl:1][C:2]1[N:3]=[C:4]([NH:20][CH:21]2[CH2:25][CH2:24][CH2:23][CH2:22]2)[C:5]2[C:10](I)=[CH:9][N:8]([CH2:12][O:13][CH2:14][CH2:15][Si:16]([CH3:19])([CH3:18])[CH3:17])[C:6]=2[N:7]=1.[OH:26][C:27]1[CH:32]=[CH:31][C:30](B(O)O)=[CH:29][CH:28]=1.C(=O)([O-])[O-].[K+].[K+]. The catalyst is O1CCOCC1.O.C1C=CC([P]([Pd]([P](C2C=CC=CC=2)(C2C=CC=CC=2)C2C=CC=CC=2)([P](C2C=CC=CC=2)(C2C=CC=CC=2)C2C=CC=CC=2)[P](C2C=CC=CC=2)(C2C=CC=CC=2)C2C=CC=CC=2)(C2C=CC=CC=2)C2C=CC=CC=2)=CC=1. The product is [Cl:1][C:2]1[N:3]=[C:4]([NH:20][CH:21]2[CH2:25][CH2:24][CH2:23][CH2:22]2)[C:5]2[C:10]([C:30]3[CH:31]=[CH:32][C:27]([OH:26])=[CH:28][CH:29]=3)=[CH:9][N:8]([CH2:12][O:13][CH2:14][CH2:15][Si:16]([CH3:19])([CH3:18])[CH3:17])[C:6]=2[N:7]=1. The yield is 0.322.